Dataset: Full USPTO retrosynthesis dataset with 1.9M reactions from patents (1976-2016). Task: Predict the reactants needed to synthesize the given product. (1) The reactants are: [NH2:1][C:2]1[N:7]=[CH:6][C:5]([C:8]2[CH:13]=[CH:12][C:11]([N:14]3[C@@H:18]([C:19]4[CH:24]=[CH:23][CH:22]=[CH:21][CH:20]=4)[C:17]([CH3:26])([CH3:25])[O:16][C:15]3=[O:27])=[CH:10][CH:9]=2)=[CH:4][CH:3]=1.C1C(=O)N([Br:35])C(=O)C1. Given the product [NH2:1][C:2]1[N:7]=[CH:6][C:5]([C:8]2[CH:9]=[CH:10][C:11]([N:14]3[C@@H:18]([C:19]4[CH:24]=[CH:23][CH:22]=[CH:21][CH:20]=4)[C:17]([CH3:25])([CH3:26])[O:16][C:15]3=[O:27])=[CH:12][CH:13]=2)=[CH:4][C:3]=1[Br:35], predict the reactants needed to synthesize it. (2) Given the product [CH2:8]([O:10][C:11]([C@H:12]1[CH2:13][CH2:14][C:15]([C:17]2[CH:22]=[CH:21][C:20]([Cl:23])=[CH:19][CH:18]=2)=[N:24]1)=[O:32])[CH3:9], predict the reactants needed to synthesize it. The reactants are: Cl.C(OCC)(=O)C.[CH2:8]([O:10][C:11](=[O:32])[C@H:12]([NH:24]C(OC(C)(C)C)=O)[CH2:13][CH2:14][C:15]([C:17]1[CH:22]=[CH:21][C:20]([Cl:23])=[CH:19][CH:18]=1)=O)[CH3:9].C(=O)([O-])O.[Na+]. (3) The reactants are: Br[C:2]1[CH:10]=[CH:9][CH:8]=[C:7]2[C:3]=1[C:4]1([C:24]3[C:15](=[CH:16][C:17]4[O:22][CH2:21][CH2:20][O:19][C:18]=4[CH:23]=3)[O:14][CH2:13]1)[C:5](=[O:12])[N:6]2[CH3:11].C1(P(C2C=CC=CC=2)CCCP(C2C=CC=CC=2)C2C=CC=CC=2)C=CC=CC=1.C(=O)([O-])[O-].[K+].[K+].[CH:60]([O:62]CCCC)=[CH2:61].Cl.C(=O)([O-])[O-].[Na+].[Na+]. Given the product [C:60]([C:2]1[CH:10]=[CH:9][CH:8]=[C:7]2[C:3]=1[C:4]1([C:24]3[C:15](=[CH:16][C:17]4[O:22][CH2:21][CH2:20][O:19][C:18]=4[CH:23]=3)[O:14][CH2:13]1)[C:5](=[O:12])[N:6]2[CH3:11])(=[O:62])[CH3:61], predict the reactants needed to synthesize it. (4) The reactants are: [F:18][C:15]1([F:19])[CH2:16][CH2:17][C@@H:13]([N:11]2[CH2:12][N:11]([C@@H:13]3[CH2:17][CH2:16][C:15]([F:19])([F:18])[CH2:14]3)[CH2:12][N:11]([C@@H:13]3[CH2:17][CH2:16][C:15]([F:19])([F:18])[CH2:14]3)[CH2:12]2)[CH2:14]1.[CH3:28][O:29][C:30]([O:34][Si](C)(C)C)=[C:31]([CH3:33])[CH3:32]. Given the product [F:19][C:15]1([F:18])[CH2:16][CH2:17][C@@H:13]([NH:11][CH2:12][C:31]([CH3:33])([CH3:32])[C:30]([O:29][CH3:28])=[O:34])[CH2:14]1, predict the reactants needed to synthesize it. (5) Given the product [C:1]([N:33]1[CH2:34][CH2:35][CH:30]([CH2:29][C:26]2[N:25]=[C:24]([C:15]3[CH:14]=[N:13][C:12]4[N:8]([CH2:6][CH3:7])[N:9]=[CH:10][C:11]=4[C:16]=3[NH:17][CH:18]3[CH2:19][CH2:20][O:21][CH2:22][CH2:23]3)[O:28][N:27]=2)[CH2:31][CH2:32]1)(=[O:3])[CH3:2], predict the reactants needed to synthesize it. The reactants are: [C:1](Cl)(=[O:3])[CH3:2].Cl.[CH2:6]([N:8]1[C:12]2[N:13]=[CH:14][C:15]([C:24]3[O:28][N:27]=[C:26]([CH2:29][CH:30]4[CH2:35][CH2:34][NH:33][CH2:32][CH2:31]4)[N:25]=3)=[C:16]([NH:17][CH:18]3[CH2:23][CH2:22][O:21][CH2:20][CH2:19]3)[C:11]=2[CH:10]=[N:9]1)[CH3:7].C(N(C(C)C)CC)(C)C. (6) Given the product [Cl:1][C:2]1[C:3]([O:15][CH2:16][CH2:17][CH2:18][Si:19]([CH3:22])([CH3:21])[CH3:20])=[CH:4][C:5]([S:13][CH3:14])=[C:6]([N:8]=[CH:9][N:10]([CH:23]2[CH2:25][CH2:24]2)[CH3:11])[CH:7]=1, predict the reactants needed to synthesize it. The reactants are: [Cl:1][C:2]1[C:3]([O:15][CH2:16][CH2:17][CH2:18][Si:19]([CH3:22])([CH3:21])[CH3:20])=[CH:4][C:5]([S:13][CH3:14])=[C:6]([NH:8][CH:9]=[N:10][C:11]#N)[CH:7]=1.[CH:23]1(CN)[CH2:25][CH2:24]1.CCOCC. (7) Given the product [CH:68]([N:39]1[C:40]2=[N:41][CH:42]=[CH:43][C:44]([CH2:46][CH2:47][C:48]3[CH:49]=[CH:50][C:51]([O:54][C:55](=[O:60])[C:56]([CH3:59])([CH3:58])[CH3:57])=[CH:52][CH:53]=3)=[C:45]2[C:37]([O:36][C@@H:9]2[O:10][C@H:11]([CH2:28][O:29][C:30](=[O:35])[C:31]([CH3:33])([CH3:34])[CH3:32])[C@@H:12]([O:21][C:22](=[O:27])[C:23]([CH3:26])([CH3:25])[CH3:24])[C@H:13]([O:14][C:15](=[O:20])[C:16]([CH3:17])([CH3:19])[CH3:18])[C@H:8]2[O:7][C:1](=[O:6])[C:2]([CH3:3])([CH3:4])[CH3:5])=[N:38]1)([CH3:70])[CH3:69], predict the reactants needed to synthesize it. The reactants are: [C:1]([O:7][C@@H:8]1[C@@H:13]([O:14][C:15](=[O:20])[C:16]([CH3:19])([CH3:18])[CH3:17])[C@H:12]([O:21][C:22](=[O:27])[C:23]([CH3:26])([CH3:25])[CH3:24])[C@@H:11]([CH2:28][O:29][C:30](=[O:35])[C:31]([CH3:34])([CH3:33])[CH3:32])[O:10][C@H:9]1[O:36][C:37]1[C:45]2[C:40](=[N:41][CH:42]=[CH:43][C:44]=2[CH2:46][CH2:47][C:48]2[CH:53]=[CH:52][C:51]([O:54][C:55](=[O:60])[C:56]([CH3:59])([CH3:58])[CH3:57])=[CH:50][CH:49]=2)[NH:39][N:38]=1)(=[O:6])[C:2]([CH3:5])([CH3:4])[CH3:3].C(=O)([O-])[O-].[Cs+].[Cs+].I[CH:68]([CH3:70])[CH3:69]. (8) Given the product [C:24]([C:5]1[CH:6]=[CH:7][C:2]([NH:1][S:16]([CH3:15])(=[O:18])=[O:17])=[C:3]([CH3:8])[CH:4]=1)(=[O:26])[CH3:25], predict the reactants needed to synthesize it. The reactants are: [NH2:1][C:2]1[C:3]([CH3:8])=[CH:4][CH:5]=[CH:6][CH:7]=1.N1C=CC=CC=1.[CH3:15][S:16](Cl)(=[O:18])=[O:17].[Cl-].[Al+3].[Cl-].[Cl-].[C:24](Cl)(=[O:26])[CH3:25].Cl.